Predict the reactants needed to synthesize the given product. From a dataset of Full USPTO retrosynthesis dataset with 1.9M reactions from patents (1976-2016). (1) Given the product [CH3:25][N:5]1[C:6]([C:7]2[CH:8]=[C:9]([C@@H:13]([NH:17][C:18](=[O:24])[O:19][C:20]([CH3:21])([CH3:23])[CH3:22])[CH2:14][CH:15]=[CH2:16])[CH:10]=[CH:11][CH:12]=2)=[C:2]([NH:1][C:28](=[O:29])[C@H:27]([CH3:26])[CH:31]=[CH2:32])[CH:3]=[N:4]1, predict the reactants needed to synthesize it. The reactants are: [NH2:1][C:2]1[CH:3]=[N:4][N:5]([CH3:25])[C:6]=1[C:7]1[CH:8]=[C:9]([C@@H:13]([NH:17][C:18](=[O:24])[O:19][C:20]([CH3:23])([CH3:22])[CH3:21])[CH2:14][CH:15]=[CH2:16])[CH:10]=[CH:11][CH:12]=1.[CH3:26][C@H:27]([CH:31]=[CH2:32])[C:28](O)=[O:29].CCN(C(C)C)C(C)C.C(P1(=O)OP(CCC)(=O)OP(CCC)(=O)O1)CC. (2) Given the product [C:23]([O:22][C:21](=[O:27])[NH:20][C@H:18]([C:15]1[CH:14]=[CH:13][C:12]([CH:10]([OH:11])[C:9]([CH3:29])([NH:8][CH3:1])[CH3:28])=[CH:17][CH:16]=1)[CH3:19])([CH3:25])([CH3:24])[CH3:26], predict the reactants needed to synthesize it. The reactants are: [CH2:1]([N:8](C)[C:9]([CH3:29])([CH3:28])[CH:10]([C:12]1[CH:17]=[CH:16][C:15]([C@@H:18]([NH:20][C:21](=[O:27])[O:22][C:23]([CH3:26])([CH3:25])[CH3:24])[CH3:19])=[CH:14][CH:13]=1)[OH:11])C1C=CC=CC=1.